This data is from Forward reaction prediction with 1.9M reactions from USPTO patents (1976-2016). The task is: Predict the product of the given reaction. (1) Given the reactants [NH:1]([C:17]([O:19][C:20]([CH3:23])([CH3:22])[CH3:21])=[O:18])[C@H:2]([C:14]([OH:16])=[O:15])[CH2:3][CH2:4][CH2:5][CH2:6][NH:7][C:8](=[NH:13])[NH:9][N+]([O-])=O.[H][H].Cl, predict the reaction product. The product is: [NH:1]([C:17]([O:19][C:20]([CH3:23])([CH3:22])[CH3:21])=[O:18])[C@H:2]([C:14]([OH:16])=[O:15])[CH2:3][CH2:4][CH2:5][CH2:6][NH:7][C:8](=[NH:9])[NH2:13]. (2) The product is: [NH2:32][C:29]1[CH:30]=[CH:31][C:26]([S:23]([N:22]([C:20]2[CH:19]=[CH:18][C:9]3[N:10]([CH2:11][CH:12]4[CH2:13][CH2:14][O:15][CH2:16][CH2:17]4)[C:6]([C:3]([O:2][CH3:1])([CH3:5])[CH3:4])=[N:7][C:8]=3[CH:21]=2)[CH3:35])(=[O:25])=[O:24])=[CH:27][CH:28]=1. Given the reactants [CH3:1][O:2][C:3]([C:6]1[N:10]([CH2:11][CH:12]2[CH2:17][CH2:16][O:15][CH2:14][CH2:13]2)[C:9]2[CH:18]=[CH:19][C:20]([N:22]([CH3:35])[S:23]([C:26]3[CH:31]=[CH:30][C:29]([N+:32]([O-])=O)=[CH:28][CH:27]=3)(=[O:25])=[O:24])=[CH:21][C:8]=2[N:7]=1)([CH3:5])[CH3:4], predict the reaction product. (3) The product is: [Br:1][C:2]1[N:6]2[CH:7]=[C:8]([CH:11]=[O:12])[CH:9]=[CH:10][C:5]2=[N:4][CH:3]=1. Given the reactants [Br:1][C:2]1[N:6]2[CH:7]=[C:8]([CH2:11][OH:12])[CH:9]=[CH:10][C:5]2=[N:4][CH:3]=1, predict the reaction product.